From a dataset of Catalyst prediction with 721,799 reactions and 888 catalyst types from USPTO. Predict which catalyst facilitates the given reaction. Reactant: [CH2:1]([O:3][C:4](=[O:29])[C:5]([O:22][C:23]1[CH:28]=[CH:27][CH:26]=[CH:25][CH:24]=1)([CH3:21])[CH2:6][C:7]1[CH:12]=[CH:11][C:10]([O:13]CC2C=CC=CC=2)=[CH:9][CH:8]=1)[CH3:2]. Product: [CH2:1]([O:3][C:4](=[O:29])[C:5]([CH3:21])([O:22][C:23]1[CH:28]=[CH:27][CH:26]=[CH:25][CH:24]=1)[CH2:6][C:7]1[CH:12]=[CH:11][C:10]([OH:13])=[CH:9][CH:8]=1)[CH3:2]. The catalyst class is: 78.